From a dataset of Catalyst prediction with 721,799 reactions and 888 catalyst types from USPTO. Predict which catalyst facilitates the given reaction. (1) Reactant: [F:1][C:2]1[C:3]([NH:18][C@@H:19]2[CH2:24][CH2:23][CH2:22][N:21]([C:25](=[O:28])[CH:26]=[CH2:27])[CH2:20]2)=[N:4][C:5]([NH:8][C:9]2[CH:10]=[C:11]3[C:15](=[CH:16][CH:17]=2)[CH2:14][NH:13][CH2:12]3)=[N:6][CH:7]=1.[O:29]1[CH2:32][C:31](=O)[CH2:30]1.[BH3-]C#N.[Na+]. Product: [F:1][C:2]1[C:3]([NH:18][C@@H:19]2[CH2:24][CH2:23][CH2:22][N:21]([C:25](=[O:28])[CH:26]=[CH2:27])[CH2:20]2)=[N:4][C:5]([NH:8][C:9]2[CH:10]=[C:11]3[C:15](=[CH:16][CH:17]=2)[CH2:14][N:13]([CH:31]2[CH2:32][O:29][CH2:30]2)[CH2:12]3)=[N:6][CH:7]=1. The catalyst class is: 5. (2) Reactant: [F:1][C:2]1[CH:7]=[CH:6][C:5]([C:8](=O)[CH2:9][CH2:10][C:11]([OH:13])=O)=[CH:4][CH:3]=1.O.[NH2:16][NH2:17]. Product: [F:1][C:2]1[CH:7]=[CH:6][C:5]([C:8]2[CH2:9][CH2:10][C:11](=[O:13])[NH:16][N:17]=2)=[CH:4][CH:3]=1. The catalyst class is: 8. (3) Product: [CH2:1]([C:8]1[CH:15]=[CH:14][C:11]([CH:12]=[O:13])=[C:10]([O:16][S:25]([C:28]([F:31])([F:30])[F:29])(=[O:26])=[O:24])[CH:9]=1)[C:2]1[CH:3]=[CH:4][CH:5]=[CH:6][CH:7]=1. Reactant: [CH2:1]([C:8]1[CH:15]=[CH:14][C:11]([CH:12]=[O:13])=[C:10]([OH:16])[CH:9]=1)[C:2]1[CH:7]=[CH:6][CH:5]=[CH:4][CH:3]=1.CCN(CC)CC.[O:24](S(C(F)(F)F)(=O)=O)[S:25]([C:28]([F:31])([F:30])[F:29])(=O)=[O:26]. The catalyst class is: 4.